This data is from Full USPTO retrosynthesis dataset with 1.9M reactions from patents (1976-2016). The task is: Predict the reactants needed to synthesize the given product. (1) Given the product [Br:59][CH2:56][CH2:55][C@H:21]([OH:20])[C:22]([NH:24][CH2:25][C@H:26]([O:28][C:29]1[CH:38]=[CH:37][CH:36]=[C:35]2[C:30]=1[C:31]([NH:39][C:40]1[CH:45]=[CH:44][C:43]([O:46][C:47]3[CH:48]=[N:49][C:50]([CH3:53])=[CH:51][CH:52]=3)=[C:42]([CH3:54])[CH:41]=1)=[N:32][CH:33]=[N:34]2)[CH3:27])=[O:23], predict the reactants needed to synthesize it. The reactants are: C1(P(C2C=CC=CC=2)C2C=CC=CC=2)C=CC=CC=1.[OH:20][C@@H:21]([CH2:55][CH2:56]O)[C:22]([NH:24][CH2:25][C@H:26]([O:28][C:29]1[CH:38]=[CH:37][CH:36]=[C:35]2[C:30]=1[C:31]([NH:39][C:40]1[CH:45]=[CH:44][C:43]([O:46][C:47]3[CH:48]=[N:49][C:50]([CH3:53])=[CH:51][CH:52]=3)=[C:42]([CH3:54])[CH:41]=1)=[N:32][CH:33]=[N:34]2)[CH3:27])=[O:23].C(Br)(Br)(Br)[Br:59]. (2) Given the product [CH3:1][O:2][C:3]1[CH:8]=[CH:7][CH:6]=[CH:5][C:4]=1[N:9]1[CH2:14][CH2:13][C:12]([CH2:23][N:24]2[C:35](=[O:36])[C:34]3[C:33](=[CH:40][CH:39]=[CH:38][CH:37]=3)[C:32]2=[O:41])([C:15]2[CH:20]=[CH:19][CH:18]=[C:17]([O:21][CH3:22])[CH:16]=2)[CH2:11][CH2:10]1, predict the reactants needed to synthesize it. The reactants are: [CH3:1][O:2][C:3]1[CH:8]=[CH:7][CH:6]=[CH:5][C:4]=1[N:9]1[CH2:14][CH2:13][C:12]([CH2:23][NH2:24])([C:15]2[CH:20]=[CH:19][CH:18]=[C:17]([O:21][CH3:22])[CH:16]=2)[CH2:11][CH2:10]1.O.C(N1[C:35](=[O:36])[C:34]2=[CH:37][CH:38]=[CH:39][CH:40]=[C:33]2[C:32]1=[O:41])(OCC)=O. (3) Given the product [CH2:1]([O:5][C:6]1[CH:11]=[CH:10][C:9]([C:12]2[C:13]3=[N:18][S:24](=[O:26])(=[O:25])[CH2:23][CH2:22][N:14]3[CH:15]=[CH:16][CH:17]=2)=[CH:8][CH:7]=1)[CH2:2][CH2:3][CH3:4], predict the reactants needed to synthesize it. The reactants are: [CH2:1]([O:5][C:6]1[CH:11]=[CH:10][C:9]([C:12]2[C:13]([NH2:18])=[N:14][CH:15]=[CH:16][CH:17]=2)=[CH:8][CH:7]=1)[CH2:2][CH2:3][CH3:4].[H-].[Na+].Cl[CH2:22][CH2:23][S:24](Cl)(=[O:26])=[O:25].O. (4) The reactants are: OC(C(F)(F)F)=O.[N:8]1([CH2:14][C:15]2[N:16]=[N:17][C:18]3[C:19](=[C:21]([NH2:26])[N:22]=[C:23]([NH2:25])[N:24]=3)[N:20]=2)[CH2:13][CH2:12][NH:11][CH2:10][CH2:9]1.[Cl:27][C:28]1[CH:35]=[CH:34][C:31]([CH2:32]Cl)=[CH:30][CH:29]=1.C(=O)([O-])[O-].[K+].[K+].CC#N.O. Given the product [Cl:27][C:28]1[CH:35]=[CH:34][C:31]([CH2:32][N:11]2[CH2:12][CH2:13][N:8]([CH2:14][C:15]3[N:16]=[N:17][C:18]4[C:19](=[C:21]([NH2:26])[N:22]=[C:23]([NH2:25])[N:24]=4)[N:20]=3)[CH2:9][CH2:10]2)=[CH:30][CH:29]=1, predict the reactants needed to synthesize it. (5) Given the product [C:28]([NH:35][CH:36]1[CH2:41][CH2:40][N:39]([C:2]2[CH:3]=[C:4]([CH:8]3[N:12]([C:13]4[CH:18]=[CH:17][C:16]([F:19])=[CH:15][C:14]=4[F:20])[N:11]=[C:10]([C:21]([F:27])([F:26])[C:22]([F:25])([F:24])[F:23])[CH2:9]3)[CH:5]=[CH:6][CH:7]=2)[CH2:38][CH2:37]1)([O:30][C:31]([CH3:34])([CH3:33])[CH3:32])=[O:29], predict the reactants needed to synthesize it. The reactants are: Br[C:2]1[CH:3]=[C:4]([CH:8]2[N:12]([C:13]3[CH:18]=[CH:17][C:16]([F:19])=[CH:15][C:14]=3[F:20])[N:11]=[C:10]([C:21]([F:27])([F:26])[C:22]([F:25])([F:24])[F:23])[CH2:9]2)[CH:5]=[CH:6][CH:7]=1.[C:28]([NH:35][CH:36]1[CH2:41][CH2:40][NH:39][CH2:38][CH2:37]1)([O:30][C:31]([CH3:34])([CH3:33])[CH3:32])=[O:29].C1C=CC(P(C2C(C3C(P(C4C=CC=CC=4)C4C=CC=CC=4)=CC=C4C=3C=CC=C4)=C3C(C=CC=C3)=CC=2)C2C=CC=CC=2)=CC=1.CC(C)([O-])C.[Na+].